This data is from Full USPTO retrosynthesis dataset with 1.9M reactions from patents (1976-2016). The task is: Predict the reactants needed to synthesize the given product. (1) Given the product [Cl:25][C:22]1[CH:23]=[CH:24][C:19]2[N:18]=[C:12]([C:11]3[CH:10]=[C:9]([C:2]4([CH3:1])[NH:3][C:4](=[O:8])[CH2:5][O:6][CH2:7]4)[CH:17]=[CH:16][CH:15]=3)[O:14][C:20]=2[CH:21]=1, predict the reactants needed to synthesize it. The reactants are: [CH3:1][C:2]1([C:9]2[CH:10]=[C:11]([CH:15]=[CH:16][CH:17]=2)[C:12]([OH:14])=O)[CH2:7][O:6][CH2:5][C:4](=[O:8])[NH:3]1.[NH2:18][C:19]1[CH:24]=[CH:23][C:22]([Cl:25])=[CH:21][C:20]=1O.[OH-].[Na+]. (2) Given the product [CH3:7][CH:8]([C:11]1[CH:16]=[CH:15][C:14]([C:21]2[C:22]([NH2:27])=[N:23][CH:24]=[CH:25][CH:26]=2)=[CH:13][CH:12]=1)[CH2:9][CH3:10], predict the reactants needed to synthesize it. The reactants are: C(=O)([O-])[O-].[Na+].[Na+].[CH3:7][CH:8]([C:11]1[CH:16]=[CH:15][C:14](B(O)O)=[CH:13][CH:12]=1)[CH2:9][CH3:10].Br[C:21]1[C:22]([NH2:27])=[N:23][CH:24]=[CH:25][CH:26]=1. (3) Given the product [NH2:21][CH:8]([C:5]1[CH:4]=[CH:3][C:2]([F:1])=[CH:7][CH:6]=1)[CH:9]([C:10]1[CH:11]=[CH:12][CH:13]=[C:14]2[C:19]=1[N:18]=[CH:17][CH:16]=[CH:15]2)[OH:20], predict the reactants needed to synthesize it. The reactants are: [F:1][C:2]1[CH:7]=[CH:6][C:5]([CH:8]([NH:21]C(=O)OC(C)(C)C)[CH:9]([OH:20])[C:10]2[CH:11]=[CH:12][CH:13]=[C:14]3[C:19]=2[N:18]=[CH:17][CH:16]=[CH:15]3)=[CH:4][CH:3]=1.Cl. (4) Given the product [C:21]([O:20][C:18]([N:15]1[CH2:16][CH2:17][N:12]([C:4]2[CH:5]=[C:6]([C:8]([F:10])([F:11])[F:9])[CH:7]=[C:2]([Br:1])[CH:3]=2)[CH2:13][CH2:14]1)=[O:19])([CH3:24])([CH3:23])[CH3:22], predict the reactants needed to synthesize it. The reactants are: [Br:1][C:2]1[CH:3]=[C:4]([N:12]2[CH2:17][CH2:16][NH:15][CH2:14][CH2:13]2)[CH:5]=[C:6]([C:8]([F:11])([F:10])[F:9])[CH:7]=1.[C:18](O[C:18]([O:20][C:21]([CH3:24])([CH3:23])[CH3:22])=[O:19])([O:20][C:21]([CH3:24])([CH3:23])[CH3:22])=[O:19]. (5) Given the product [CH3:1][C:2]1([CH3:20])[C:11]2[C:6](=[CH:7][CH:8]=[C:9]([CH3:12])[CH:10]=2)[NH:5][CH:4]([C:13]2[CH:19]=[CH:18][CH:17]=[CH:16][C:14]=2[NH:15][S:28]([CH3:27])(=[O:30])=[O:29])[CH2:3]1, predict the reactants needed to synthesize it. The reactants are: [CH3:1][C:2]1([CH3:20])[C:11]2[C:6](=[CH:7][CH:8]=[C:9]([CH3:12])[CH:10]=2)[NH:5][CH:4]([C:13]2[CH:19]=[CH:18][CH:17]=[CH:16][C:14]=2[NH2:15])[CH2:3]1.N1C=CC=CC=1.[CH3:27][S:28](Cl)(=[O:30])=[O:29]. (6) Given the product [C:28]([OH:33])(=[O:32])[C:29]([OH:31])=[O:30].[CH:1]([C:4]1[S:5][CH:6]=[C:7]([CH2:9][N:10]([CH3:27])[C:11](=[O:26])[NH:12][C@@H:13]([CH2:18][CH2:19][N:20]2[CH2:21][CH2:22][O:23][CH2:24][CH2:25]2)[C:14]([O:16][CH3:17])=[O:15])[N:8]=1)([CH3:3])[CH3:2], predict the reactants needed to synthesize it. The reactants are: [CH:1]([C:4]1[S:5][CH:6]=[C:7]([CH2:9][N:10]([CH3:27])[C:11](=[O:26])[NH:12][C@@H:13]([CH2:18][CH2:19][N:20]2[CH2:25][CH2:24][O:23][CH2:22][CH2:21]2)[C:14]([O:16][CH3:17])=[O:15])[N:8]=1)([CH3:3])[CH3:2].[C:28]([OH:33])(=[O:32])[C:29]([OH:31])=[O:30]. (7) Given the product [F:1][C:2]1[CH:3]=[C:4]2[C:8](=[CH:9][CH:10]=1)[N:7]([CH2:15][C:16]([O:18][CH3:19])=[O:17])[C:6]([CH3:11])=[CH:5]2, predict the reactants needed to synthesize it. The reactants are: [F:1][C:2]1[CH:3]=[C:4]2[C:8](=[CH:9][CH:10]=1)[NH:7][C:6]([CH3:11])=[CH:5]2.[H-].[Na+].Br[CH2:15][C:16]([O:18][CH3:19])=[O:17]. (8) Given the product [CH3:1][S:2]([O:13][CH:14]1[CH2:15][CH2:16][N:17]([C:20]([O:22][C:23]([CH3:26])([CH3:25])[CH3:24])=[O:21])[CH2:18][CH2:19]1)(=[O:4])=[O:3], predict the reactants needed to synthesize it. The reactants are: [CH3:1][S:2](Cl)(=[O:4])=[O:3].C(N(CC)CC)C.[OH:13][CH:14]1[CH2:19][CH2:18][N:17]([C:20]([O:22][C:23]([CH3:26])([CH3:25])[CH3:24])=[O:21])[CH2:16][CH2:15]1.O1CCCC1.